From a dataset of Catalyst prediction with 721,799 reactions and 888 catalyst types from USPTO. Predict which catalyst facilitates the given reaction. Reactant: [C:1]([O:5][C:6]([N:8]1[CH2:13][CH2:12][N:11]([CH2:14][C:15]2[CH:20]=[CH:19][C:18]([NH:21][C:22]3[C:27]([C:28]([O:30][CH2:31][CH3:32])=[O:29])=[C:26]([CH3:33])[N:25]=[C:24]([C:34]4[CH:39]=[CH:38][C:37]([C:40]([O:42][CH3:43])=[O:41])=[CH:36][CH:35]=4)[N:23]=3)=[CH:17][CH:16]=2)[CH2:10][CH2:9]1)=[O:7])([CH3:4])([CH3:3])[CH3:2].[OH2:44]. Product: [C:1]([O:5][C:6]([N:8]1[CH2:9][CH2:10][N:11]([CH2:14][C:15]2[CH:20]=[CH:19][C:18]([NH:21][C:22]3[C:27]([C:28]([O:30][CH2:31][CH3:32])=[O:29])=[C:26]([CH:33]=[O:44])[N:25]=[C:24]([C:34]4[CH:39]=[CH:38][C:37]([C:40]([O:42][CH3:43])=[O:41])=[CH:36][CH:35]=4)[N:23]=3)=[CH:17][CH:16]=2)[CH2:12][CH2:13]1)=[O:7])([CH3:4])([CH3:2])[CH3:3]. The catalyst class is: 12.